The task is: Predict the reactants needed to synthesize the given product.. This data is from Full USPTO retrosynthesis dataset with 1.9M reactions from patents (1976-2016). (1) Given the product [Cl:1][C:2]1[CH:3]=[C:4]([O:12][C:13]2[C:21]([F:22])=[CH:20][C:16]([C:17]([NH:35][S:32](=[O:33])(=[O:34])[N:31]([CH2:30][C:29]3[CH:37]=[CH:38][C:26]([O:25][CH3:24])=[CH:27][CH:28]=3)[CH3:36])=[O:19])=[C:15]([F:23])[CH:14]=2)[CH:5]=[N:6][C:7]=1[O:8][CH:9]([CH3:10])[CH3:11], predict the reactants needed to synthesize it. The reactants are: [Cl:1][C:2]1[CH:3]=[C:4]([O:12][C:13]2[C:21]([F:22])=[CH:20][C:16]([C:17]([OH:19])=O)=[C:15]([F:23])[CH:14]=2)[CH:5]=[N:6][C:7]=1[O:8][CH:9]([CH3:11])[CH3:10].[CH3:24][O:25][C:26]1[CH:38]=[CH:37][C:29]([CH2:30][N:31]([CH3:36])[S:32]([NH2:35])(=[O:34])=[O:33])=[CH:28][CH:27]=1.CCN=C=NCCCN(C)C.Cl.C(N(C(C)C)CC)(C)C. (2) Given the product [N:11]1[C:10](=[O:12])[CH:9]=[N:8][CH:7]=[C:6]2[CH:20]=[CH:2][CH:3]=[CH:4][C:5]=12, predict the reactants needed to synthesize it. The reactants are: Br[C:2]1[C:3](O)=[CH:4][C:5]2[NH:11][C:10](=[O:12])[CH2:9][N:8]=[C:7](C3C=CC=CC=3Cl)[C:6]=2[CH:20]=1.C(=O)([O-])[O-].[Na+].[Na+].ClCCCN1CCOCC1. (3) The reactants are: C([Li])CCC.C(NC(C)C)(C)C.C([N-]C(C)C)(C)C.[Li+].[Cl:21][C:22]1[CH:27]=[C:26]([C:28]([F:31])([F:30])[F:29])[CH:25]=[CH:24][N:23]=1.[CH2:32]([O:39][C:40]1[C:41]([O:49][CH3:50])=[CH:42][C:43]([CH3:48])=[C:44]([CH:47]=1)[CH:45]=[O:46])[C:33]1[CH:38]=[CH:37][CH:36]=[CH:35][CH:34]=1.[Cl-].[NH4+].C(=O)(O)[O-].[Na+]. Given the product [CH2:32]([O:39][C:40]1[C:41]([O:49][CH3:50])=[CH:42][C:43]([CH3:48])=[C:44]([CH:45]([C:27]2[C:22]([Cl:21])=[N:23][CH:24]=[CH:25][C:26]=2[C:28]([F:29])([F:30])[F:31])[OH:46])[CH:47]=1)[C:33]1[CH:34]=[CH:35][CH:36]=[CH:37][CH:38]=1, predict the reactants needed to synthesize it. (4) Given the product [ClH:35].[F:32][C:29]1[CH:28]=[CH:27][C:26]([CH2:25][O:24][C:21]2[CH:22]=[CH:23][C:18]([CH2:17][S:16][C:14]([N:11]3[CH2:10][CH2:9][NH:8][CH2:13][CH2:12]3)=[O:15])=[CH:19][CH:20]=2)=[CH:31][CH:30]=1, predict the reactants needed to synthesize it. The reactants are: C(OC([N:8]1[CH2:13][CH2:12][N:11]([C:14]([S:16][CH2:17][C:18]2[CH:23]=[CH:22][C:21]([O:24][CH2:25][C:26]3[CH:31]=[CH:30][C:29]([F:32])=[CH:28][CH:27]=3)=[CH:20][CH:19]=2)=[O:15])[CH2:10][CH2:9]1)=O)(C)(C)C.CO.[ClH:35].CCOCC. (5) The reactants are: [C:1]([O:5]C(=O)[NH:7][CH2:8][CH2:9][CH2:10][N:11]1[C:19]2[C:14](=[CH:15][C:16]([N:20]3[CH:25]=[CH:24][C:23]([C:26]4[CH:31]=[CH:30][C:29]([C:32]([F:35])([F:34])[F:33])=[CH:28][CH:27]=4)=[CH:22][C:21]3=[O:36])=[CH:17][CH:18]=2)[CH:13]=[N:12]1)(C)(C)C.C(O)(C(F)(F)F)=[O:39].[CH2:45]([Cl:47])[Cl:46]. Given the product [CH2:45]([Cl:47])[Cl:46].[CH3:1][OH:5].[NH4+:7].[OH-:39].[NH2:7][CH2:8][CH2:9][CH2:10][N:11]1[C:19]2[C:14](=[CH:15][C:16]([N:20]3[CH:25]=[CH:24][C:23]([C:26]4[CH:27]=[CH:28][C:29]([C:32]([F:34])([F:35])[F:33])=[CH:30][CH:31]=4)=[CH:22][C:21]3=[O:36])=[CH:17][CH:18]=2)[CH:13]=[N:12]1, predict the reactants needed to synthesize it. (6) The reactants are: C[O:2][C:3]([C:5]1[C:6]([C:24]2[CH:29]=[CH:28][C:27]([C:30](O)=[O:31])=[CH:26][CH:25]=2)=[CH:7][CH:8]=[C:9]([C:11]2[S:12][CH:13]=[C:14]([C:16]3[CH:21]=[CH:20][C:19]([Cl:22])=[C:18]([Cl:23])[CH:17]=3)[N:15]=2)[CH:10]=1)=[O:4].[NH2:33][CH:34]1[CH2:38][CH2:37][O:36][CH2:35]1. Given the product [Cl:23][C:18]1[CH:17]=[C:16]([C:14]2[N:15]=[C:11]([C:9]3[CH:10]=[C:5]([C:3]([OH:2])=[O:4])[C:6]([C:24]4[CH:29]=[CH:28][C:27]([C:30](=[O:31])[NH:33][CH:34]5[CH2:38][CH2:37][O:36][CH2:35]5)=[CH:26][CH:25]=4)=[CH:7][CH:8]=3)[S:12][CH:13]=2)[CH:21]=[CH:20][C:19]=1[Cl:22], predict the reactants needed to synthesize it. (7) Given the product [NH2:21][C:20]1[C:9]2[C:10](=[N:11][C:12]3[CH2:13][CH2:14][CH:5]([C:1]([CH3:4])([CH3:2])[CH3:3])[CH2:6][C:7]=3[CH:8]=2)[S:15](=[O:16])[C:17]=1[C:18]#[N:19], predict the reactants needed to synthesize it. The reactants are: [C:1]([CH:5]1[CH2:14][CH2:13][C:12]2[N:11]=[C:10]([S:15]([CH2:17][C:18]#[N:19])=[O:16])[C:9]([C:20]#[N:21])=[CH:8][C:7]=2[CH2:6]1)([CH3:4])([CH3:3])[CH3:2].[H-].[Na+]. (8) The reactants are: Br[C:2]1[CH:11]=[C:10]([N+:12]([O-])=O)[CH:9]=[CH:8][C:3]=1[C:4]([O:6]C)=O.[NH:15]1[CH2:19][CH2:18][CH2:17][CH2:16]1.[CH3:20][C:21]1[CH:26]=[C:25]([CH3:27])[CH:24]=[CH:23][C:22]=1[N:28]1[CH2:33][CH2:32][NH:31][CH2:30][CH2:29]1. Given the product [NH2:12][C:10]1[CH:9]=[CH:8][C:3]([C:4]([N:31]2[CH2:32][CH2:33][N:28]([C:22]3[CH:23]=[CH:24][C:25]([CH3:27])=[CH:26][C:21]=3[CH3:20])[CH2:29][CH2:30]2)=[O:6])=[C:2]([N:15]2[CH2:19][CH2:18][CH2:17][CH2:16]2)[CH:11]=1, predict the reactants needed to synthesize it. (9) Given the product [CH3:40][O:39][C:15]1[C:16]2[N:17]([C:19]([C:33]3[CH:38]=[CH:37][CH:36]=[CH:35][CH:34]=3)=[C:20]([C:22]3[CH:23]=[CH:24][C:25]([C:28]4([NH2:32])[CH2:29][CH2:30][CH2:31]4)=[CH:26][CH:27]=3)[N:21]=2)[CH:18]=[C:13]([C:11]2[CH:10]=[N:9][NH:8][CH:12]=2)[CH:14]=1, predict the reactants needed to synthesize it. The reactants are: C(OC([N:8]1[CH:12]=[C:11]([C:13]2[CH:14]=[C:15]([O:39][CH3:40])[C:16]3[N:17]([C:19]([C:33]4[CH:38]=[CH:37][CH:36]=[CH:35][CH:34]=4)=[C:20]([C:22]4[CH:27]=[CH:26][C:25]([C:28]5([NH2:32])[CH2:31][CH2:30][CH2:29]5)=[CH:24][CH:23]=4)[N:21]=3)[CH:18]=2)[CH:10]=[N:9]1)=O)(C)(C)C.Cl.[OH-].[Na+]. (10) The reactants are: [F:1][C:2]1[CH:7]=[CH:6][CH:5]=[CH:4][C:3]=1[N:8]1[C:12]([C:13]2[CH:18]=[CH:17][N:16]=[CH:15][CH:14]=2)=[C:11]([C:19]2[O:23][N:22]=[C:21]([C:24]3[CH:25]=[C:26]([CH:29]=[CH:30][CH:31]=3)[CH:27]=O)[N:20]=2)[N:10]=[N:9]1.[CH3:32][O:33][CH2:34][CH2:35][NH2:36]. Given the product [F:1][C:2]1[CH:7]=[CH:6][CH:5]=[CH:4][C:3]=1[N:8]1[C:12]([C:13]2[CH:14]=[CH:15][N:16]=[CH:17][CH:18]=2)=[C:11]([C:19]2[O:23][N:22]=[C:21]([C:24]3[CH:25]=[C:26]([CH:29]=[CH:30][CH:31]=3)[CH2:27][NH:36][CH2:35][CH2:34][O:33][CH3:32])[N:20]=2)[N:10]=[N:9]1, predict the reactants needed to synthesize it.